Predict which catalyst facilitates the given reaction. From a dataset of Catalyst prediction with 721,799 reactions and 888 catalyst types from USPTO. Reactant: [C:1]1([CH:7]2[C:15]3[C:10](=[CH:11][CH:12]=[CH:13][CH:14]=3)[NH:9][CH2:8]2)[CH:6]=[CH:5][CH:4]=[CH:3][CH:2]=1.[F:16][C:17]1[CH:36]=[CH:35][C:20]([CH2:21][NH:22][C:23]([C:25]2[CH:30]=[CH:29][C:28]([S:31](Cl)(=[O:33])=[O:32])=[CH:27][CH:26]=2)=[O:24])=[CH:19][CH:18]=1.CCN(CC)CC.C([O-])(O)=O.[Na+]. Product: [F:16][C:17]1[CH:18]=[CH:19][C:20]([CH2:21][NH:22][C:23](=[O:24])[C:25]2[CH:30]=[CH:29][C:28]([S:31]([N:9]3[C:10]4[C:15](=[CH:14][CH:13]=[CH:12][CH:11]=4)[CH:7]([C:1]4[CH:2]=[CH:3][CH:4]=[CH:5][CH:6]=4)[CH2:8]3)(=[O:32])=[O:33])=[CH:27][CH:26]=2)=[CH:35][CH:36]=1. The catalyst class is: 79.